Dataset: Full USPTO retrosynthesis dataset with 1.9M reactions from patents (1976-2016). Task: Predict the reactants needed to synthesize the given product. (1) Given the product [CH3:1][O:2][C:3]1[CH:4]=[C:5]2[C:10](=[CH:11][CH:12]=1)[CH:9]1[CH:13]([C:14]([OH:16])=[O:15])[CH:8]1[CH2:7][CH2:6]2, predict the reactants needed to synthesize it. The reactants are: [CH3:1][O:2][C:3]1[CH:4]=[C:5]2[C:10](=[CH:11][CH:12]=1)[CH:9]1[CH:13]([C:14]([O:16]CC)=[O:15])[CH:8]1[CH2:7][CH2:6]2.[OH-].[Na+]. (2) Given the product [Cl:15][C:11]1[CH:12]=[C:13]2[C:8](=[C:9]([F:16])[CH:10]=1)[NH:7][C:6](=[O:17])[C:5]([C@@H:3]([NH:2][C:19]1[N:24]=[C:23]([NH:25][C:26](=[O:28])[CH3:27])[CH:22]=[CH:21][N:20]=1)[CH3:4])=[CH:14]2, predict the reactants needed to synthesize it. The reactants are: Cl.[NH2:2][C@H:3]([C:5]1[C:6](=[O:17])[NH:7][C:8]2[C:13]([CH:14]=1)=[CH:12][C:11]([Cl:15])=[CH:10][C:9]=2[F:16])[CH3:4].Cl[C:19]1[N:24]=[C:23]([NH:25][C:26](=[O:28])[CH3:27])[CH:22]=[CH:21][N:20]=1.CCN(C(C)C)C(C)C.